From a dataset of HIV replication inhibition screening data with 41,000+ compounds from the AIDS Antiviral Screen. Binary Classification. Given a drug SMILES string, predict its activity (active/inactive) in a high-throughput screening assay against a specified biological target. (1) The molecule is COC(=O)C1C(C(=O)OC)C2C(=O)C3C(C(=O)OC)C(C(=O)OC)C3C(=O)C12. The result is 0 (inactive). (2) The compound is Cc1cn(C2CC(O)C(CO)O2)c(=O)n2nnnc12. The result is 0 (inactive). (3) The drug is O=C(O)C=CC(=O)Nc1ccccc1O. The result is 0 (inactive). (4) The compound is COCc1cn(C2CCC(CO)O2)c(=O)[nH]c1=O. The result is 0 (inactive). (5) The compound is O=C1C2C3SC(c4c3ccc3ccccc43)C2C(=O)N1c1ccccc1. The result is 0 (inactive). (6) The molecule is CC(=O)NC1C(OC2CCC3(C)C(CCC4(C)C3CC=C3C5CC(C)(C)CCC5(C(=O)O)CCC34C)C2(C)C)OC(CO)C(O)C1O. The result is 0 (inactive). (7) The molecule is COC(=O)C1=NOC2C(=O)N(c3ccccc3)C(=O)C12. The result is 0 (inactive). (8) The result is 0 (inactive). The molecule is CC1(C)COC(c2ccc(C(F)(F)F)cc2C(O)c2ccc3ccccc3c2)=N1. (9) The molecule is CCNc1nnc(CSc2nc(-c3ccccc3)c(-c3ccccc3)[nH]2)s1. The result is 0 (inactive). (10) The drug is COC(=O)C=Cc1cc2c(cc1-c1c(C(=O)O)cc(OC)c(OC)c1OC)OCO2. The result is 0 (inactive).